From a dataset of NCI-60 drug combinations with 297,098 pairs across 59 cell lines. Regression. Given two drug SMILES strings and cell line genomic features, predict the synergy score measuring deviation from expected non-interaction effect. (1) Drug 1: C1CN1C2=NC(=NC(=N2)N3CC3)N4CC4. Drug 2: CC1OCC2C(O1)C(C(C(O2)OC3C4COC(=O)C4C(C5=CC6=C(C=C35)OCO6)C7=CC(=C(C(=C7)OC)O)OC)O)O. Cell line: HL-60(TB). Synergy scores: CSS=82.0, Synergy_ZIP=0.135, Synergy_Bliss=0.397, Synergy_Loewe=0.837, Synergy_HSA=3.31. (2) Drug 1: CN(C)N=NC1=C(NC=N1)C(=O)N. Drug 2: C1=CC(=CC=C1CCCC(=O)O)N(CCCl)CCCl. Cell line: T-47D. Synergy scores: CSS=28.4, Synergy_ZIP=-7.23, Synergy_Bliss=3.82, Synergy_Loewe=-2.23, Synergy_HSA=3.91. (3) Drug 1: C1=C(C(=O)NC(=O)N1)N(CCCl)CCCl. Drug 2: C#CCC(CC1=CN=C2C(=N1)C(=NC(=N2)N)N)C3=CC=C(C=C3)C(=O)NC(CCC(=O)O)C(=O)O. Cell line: HCT-15. Synergy scores: CSS=18.3, Synergy_ZIP=0.586, Synergy_Bliss=0.0370, Synergy_Loewe=-0.180, Synergy_HSA=-0.290. (4) Drug 1: C1=CC(=CC=C1CCCC(=O)O)N(CCCl)CCCl. Drug 2: CC1=C(N=C(N=C1N)C(CC(=O)N)NCC(C(=O)N)N)C(=O)NC(C(C2=CN=CN2)OC3C(C(C(C(O3)CO)O)O)OC4C(C(C(C(O4)CO)O)OC(=O)N)O)C(=O)NC(C)C(C(C)C(=O)NC(C(C)O)C(=O)NCCC5=NC(=CS5)C6=NC(=CS6)C(=O)NCCC[S+](C)C)O. Cell line: A549. Synergy scores: CSS=32.4, Synergy_ZIP=-5.95, Synergy_Bliss=-0.0710, Synergy_Loewe=-0.0488, Synergy_HSA=2.09. (5) Drug 1: CC1=C(C(CCC1)(C)C)C=CC(=CC=CC(=CC(=O)O)C)C. Drug 2: C1=NC2=C(N=C(N=C2N1C3C(C(C(O3)CO)O)F)Cl)N. Cell line: SK-OV-3. Synergy scores: CSS=5.47, Synergy_ZIP=-4.35, Synergy_Bliss=-3.00, Synergy_Loewe=-17.1, Synergy_HSA=-3.77.